The task is: Regression. Given two drug SMILES strings and cell line genomic features, predict the synergy score measuring deviation from expected non-interaction effect.. This data is from NCI-60 drug combinations with 297,098 pairs across 59 cell lines. (1) Drug 1: C1=NC2=C(N=C(N=C2N1C3C(C(C(O3)CO)O)F)Cl)N. Drug 2: CS(=O)(=O)OCCCCOS(=O)(=O)C. Cell line: HT29. Synergy scores: CSS=-0.276, Synergy_ZIP=-0.505, Synergy_Bliss=-3.09, Synergy_Loewe=0.656, Synergy_HSA=-5.61. (2) Cell line: K-562. Drug 1: C1=CN(C(=O)N=C1N)C2C(C(C(O2)CO)O)O.Cl. Synergy scores: CSS=41.1, Synergy_ZIP=-0.0868, Synergy_Bliss=-0.816, Synergy_Loewe=-19.1, Synergy_HSA=0.771. Drug 2: CC1=C(C(CCC1)(C)C)C=CC(=CC=CC(=CC(=O)O)C)C. (3) Drug 1: CCC1=CC2CC(C3=C(CN(C2)C1)C4=CC=CC=C4N3)(C5=C(C=C6C(=C5)C78CCN9C7C(C=CC9)(C(C(C8N6C)(C(=O)OC)O)OC(=O)C)CC)OC)C(=O)OC.C(C(C(=O)O)O)(C(=O)O)O. Drug 2: CC1=CC2C(CCC3(C2CCC3(C(=O)C)OC(=O)C)C)C4(C1=CC(=O)CC4)C. Cell line: NCI/ADR-RES. Synergy scores: CSS=0.608, Synergy_ZIP=-0.643, Synergy_Bliss=-0.724, Synergy_Loewe=-0.258, Synergy_HSA=-0.377. (4) Drug 1: CC1=CC2C(CCC3(C2CCC3(C(=O)C)OC(=O)C)C)C4(C1=CC(=O)CC4)C. Drug 2: CCCCC(=O)OCC(=O)C1(CC(C2=C(C1)C(=C3C(=C2O)C(=O)C4=C(C3=O)C=CC=C4OC)O)OC5CC(C(C(O5)C)O)NC(=O)C(F)(F)F)O. Cell line: NCI-H460. Synergy scores: CSS=-0.291, Synergy_ZIP=-0.449, Synergy_Bliss=-1.78, Synergy_Loewe=-2.84, Synergy_HSA=-1.90. (5) Drug 1: C(=O)(N)NO. Drug 2: CNC(=O)C1=NC=CC(=C1)OC2=CC=C(C=C2)NC(=O)NC3=CC(=C(C=C3)Cl)C(F)(F)F. Cell line: UACC62. Synergy scores: CSS=-1.17, Synergy_ZIP=0.258, Synergy_Bliss=-0.00347, Synergy_Loewe=-1.79, Synergy_HSA=-1.57. (6) Drug 1: CC1CCC2CC(C(=CC=CC=CC(CC(C(=O)C(C(C(=CC(C(=O)CC(OC(=O)C3CCCCN3C(=O)C(=O)C1(O2)O)C(C)CC4CCC(C(C4)OC)OCCO)C)C)O)OC)C)C)C)OC. Drug 2: CC(C)NC(=O)C1=CC=C(C=C1)CNNC.Cl. Cell line: HOP-92. Synergy scores: CSS=6.02, Synergy_ZIP=3.34, Synergy_Bliss=1.59, Synergy_Loewe=0.382, Synergy_HSA=1.10.